This data is from Forward reaction prediction with 1.9M reactions from USPTO patents (1976-2016). The task is: Predict the product of the given reaction. (1) The product is: [CH2:1]([C@@H:8]1[CH2:12][O:11][C:10](=[O:13])[N:9]1[C:19](=[O:24])[CH2:20][CH:21]([CH3:23])[CH3:22])[C:2]1[CH:3]=[CH:4][CH:5]=[CH:6][CH:7]=1. Given the reactants [CH2:1]([C@@H:8]1[CH2:12][O:11][C:10](=[O:13])[NH:9]1)[C:2]1[CH:7]=[CH:6][CH:5]=[CH:4][CH:3]=1.[Li]CCCC.[C:19](Cl)(=[O:24])[CH2:20][CH:21]([CH3:23])[CH3:22], predict the reaction product. (2) Given the reactants [CH2:1]([C:8]1[O:9][C:10]2[CH:31]=[CH:30][CH:29]=[CH:28][C:11]=2[C:12]=1[C:13]1[CH:18]=[CH:17][C:16]([C:19]2[CH:24]=[C:23]([Br:25])[C:22]([OH:26])=[C:21]([Br:27])[CH:20]=2)=[CH:15][CH:14]=1)[C:2]1[CH:7]=[CH:6][CH:5]=[CH:4][CH:3]=1.O[C@@H:33]([CH2:41][CH3:42])[C:34]([O:36]C(C)(C)C)=[O:35], predict the reaction product. The product is: [CH2:1]([C:8]1[O:9][C:10]2[CH:31]=[CH:30][CH:29]=[CH:28][C:11]=2[C:12]=1[C:13]1[CH:18]=[CH:17][C:16]([C:19]2[CH:20]=[C:21]([Br:27])[C:22]([O:26][C@@H:33]([CH2:41][CH3:42])[C:34]([OH:36])=[O:35])=[C:23]([Br:25])[CH:24]=2)=[CH:15][CH:14]=1)[C:2]1[CH:3]=[CH:4][CH:5]=[CH:6][CH:7]=1. (3) Given the reactants [NH2:1][C:2]1[N:10]=[CH:9][C:8]([Cl:11])=[CH:7][C:3]=1[C:4]([NH2:6])=[O:5].Br[CH2:13][C:14]1[CH:19]=[CH:18][C:17]([F:20])=[C:16]([S:21]([CH3:24])(=[O:23])=[O:22])[CH:15]=1.CO.C(OCC)(=O)C, predict the reaction product. The product is: [ClH:11].[Cl:11][C:8]1[CH:7]=[C:3]([C:4]([NH2:6])=[O:5])[C:2](=[NH:1])[N:10]([CH2:13][C:14]2[CH:19]=[CH:18][C:17]([F:20])=[C:16]([S:21]([CH3:24])(=[O:23])=[O:22])[CH:15]=2)[CH:9]=1.